This data is from Reaction yield outcomes from USPTO patents with 853,638 reactions. The task is: Predict the reaction yield, written as a fraction of the theoretical maximum amount of product (1.0 means a 100% yield; for example, 0.34 means a 34% yield). (1) The reactants are [CH2:1]([O:8][C:9]1[CH:10]=[C:11]([NH:16][C:17]([NH2:19])=[S:18])[CH:12]=[C:13]([Br:15])[CH:14]=1)[C:2]1[CH:7]=[CH:6][CH:5]=[CH:4][CH:3]=1.BrBr. The catalyst is C(#N)C. The product is [CH2:1]([O:8][C:9]1[CH:14]=[C:13]([Br:15])[C:12]2[S:18][C:17]([NH2:19])=[N:16][C:11]=2[CH:10]=1)[C:2]1[CH:3]=[CH:4][CH:5]=[CH:6][CH:7]=1. The yield is 0.590. (2) The reactants are [C:1]([NH:8][C@@H:9]([C:11]([OH:13])=O)[CH3:10])([O:3][C:4]([CH3:7])([CH3:6])[CH3:5])=[O:2].F[B-](F)(F)F.N1(OC(N(C)C)=[N+](C)C)C2C=CC=CC=2N=N1.Cl.[C:37]([CH:39]1[CH2:42][NH:41][CH2:40]1)#[N:38].C(N(CC)C(C)C)(C)C. The catalyst is ClCCl.C(OCC)(=O)C.O. The product is [C:4]([O:3][C:1](=[O:2])[NH:8][C@H:9]([CH3:10])[C:11]([N:41]1[CH2:42][CH:39]([C:37]#[N:38])[CH2:40]1)=[O:13])([CH3:5])([CH3:6])[CH3:7]. The yield is 0.680. (3) The reactants are C[O:2][C:3]1[C:12]2[CH2:11][CH2:10][CH2:9][CH2:8][C:7]=2[C:6]([NH:13][C:14]2[CH:15]=[C:16]([CH:22]=[CH:23][CH:24]=2)[C:17]([O:19][CH2:20][CH3:21])=[O:18])=[CH:5][N:4]=1.C[Si](I)(C)C. The catalyst is C(Cl)(Cl)Cl. The product is [O:2]=[C:3]1[C:12]2[CH2:11][CH2:10][CH2:9][CH2:8][C:7]=2[C:6]([NH:13][C:14]2[CH:15]=[C:16]([CH:22]=[CH:23][CH:24]=2)[C:17]([O:19][CH2:20][CH3:21])=[O:18])=[CH:5][NH:4]1. The yield is 0.400. (4) The reactants are [H-].[Al+3].[Li+].[H-].[H-].[H-].[C:7]([CH:9]1[S:13][C:12]([C:14]2[NH:15][C:16]3[C:21]([CH:22]=2)=[CH:20][CH:19]=[CH:18][C:17]=3[N:23]([CH3:32])[S:24]([C:27]2[S:28][CH:29]=[CH:30][CH:31]=2)(=[O:26])=[O:25])=[N:11][CH2:10]1)#[N:8].[OH-].[Na+]. The catalyst is O1CCCC1. The product is [NH2:8][CH2:7][CH:9]1[S:13][C:12]([C:14]2[NH:15][C:16]3[C:21]([CH:22]=2)=[CH:20][CH:19]=[CH:18][C:17]=3[N:23]([CH3:32])[S:24]([C:27]2[S:28][CH:29]=[CH:30][CH:31]=2)(=[O:26])=[O:25])=[N:11][CH2:10]1. The yield is 0.360.